From a dataset of Peptide-MHC class I binding affinity with 185,985 pairs from IEDB/IMGT. Regression. Given a peptide amino acid sequence and an MHC pseudo amino acid sequence, predict their binding affinity value. This is MHC class I binding data. (1) The peptide sequence is WVRKASAL. The MHC is H-2-Kb with pseudo-sequence H-2-Kb. The binding affinity (normalized) is 0.314. (2) The binding affinity (normalized) is 0.0847. The MHC is HLA-A24:03 with pseudo-sequence HLA-A24:03. The peptide sequence is STGKSIKFK. (3) The peptide sequence is KRWIAVPT. The MHC is Mamu-B03 with pseudo-sequence Mamu-B03. The binding affinity (normalized) is 0.863. (4) The peptide sequence is ATMLDVDLR. The MHC is HLA-A11:01 with pseudo-sequence HLA-A11:01. The binding affinity (normalized) is 0.656. (5) The peptide sequence is AERGPGQML. The MHC is HLA-A11:01 with pseudo-sequence HLA-A11:01. The binding affinity (normalized) is 0. (6) The peptide sequence is YLGSANMDWR. The MHC is HLA-A03:01 with pseudo-sequence HLA-A03:01. The binding affinity (normalized) is 0.377.